Dataset: TCR-epitope binding with 47,182 pairs between 192 epitopes and 23,139 TCRs. Task: Binary Classification. Given a T-cell receptor sequence (or CDR3 region) and an epitope sequence, predict whether binding occurs between them. (1) The epitope is LLQTGIHVRVSQPSL. The TCR CDR3 sequence is CASSLAVEVIEETQYF. Result: 0 (the TCR does not bind to the epitope). (2) The epitope is FTISVTTEIL. The TCR CDR3 sequence is CASSYYGQSYEQYF. Result: 1 (the TCR binds to the epitope). (3) The TCR CDR3 sequence is CSVTGDSYGYTF. Result: 1 (the TCR binds to the epitope). The epitope is NLNESLIDL. (4) The epitope is CINGVCWTV. The TCR CDR3 sequence is CASTSQSELFF. Result: 1 (the TCR binds to the epitope). (5) The epitope is IVTDFSVIK. The TCR CDR3 sequence is CASSTTVTTTNEKLFF. Result: 1 (the TCR binds to the epitope). (6) The epitope is HTTDPSFLGRY. The TCR CDR3 sequence is CASSYPGSQETQYF. Result: 1 (the TCR binds to the epitope).